From a dataset of Reaction yield outcomes from USPTO patents with 853,638 reactions. Predict the reaction yield, written as a fraction of the theoretical maximum amount of product (1.0 means a 100% yield; for example, 0.34 means a 34% yield). (1) The reactants are [Cl:1][C:2]1[CH:3]=[C:4]([CH:21]=[C:22]([C:24]([F:27])([F:26])[F:25])[CH:23]=1)[C:5]([N:7]([CH2:9][C@H:10]([C:14]1[CH:19]=[CH:18][C:17]([F:20])=[CH:16][CH:15]=1)[CH2:11][CH:12]=O)[CH3:8])=[O:6].Cl.[NH:29]1[CH2:32][CH:31]([N:33]2[CH2:38][CH2:37][O:36][CH2:35][CH2:34]2)[CH2:30]1.C(N(CC)CC)C.C(O[BH-](OC(=O)C)OC(=O)C)(=O)C.[Na+]. The catalyst is CO. The product is [Cl:1][C:2]1[CH:3]=[C:4]([CH:21]=[C:22]([C:24]([F:27])([F:25])[F:26])[CH:23]=1)[C:5]([N:7]([CH2:9][C@H:10]([C:14]1[CH:15]=[CH:16][C:17]([F:20])=[CH:18][CH:19]=1)[CH2:11][CH2:12][N:29]1[CH2:32][CH:31]([N:33]2[CH2:38][CH2:37][O:36][CH2:35][CH2:34]2)[CH2:30]1)[CH3:8])=[O:6]. The yield is 0.690. (2) The reactants are [CH2:1]([C:3]1[CH:8]=[CH:7][CH:6]=[CH:5][C:4]=1[NH:9][C:10](=[O:12])[CH3:11])[CH3:2].C([O-])([O-])=O.[K+].[K+].Br[C:20]1[CH:25]=[CH:24][CH:23]=[CH:22][C:21]=1[CH2:26][CH3:27]. The catalyst is [Cu]Br. The product is [CH2:1]([C:3]1[CH:8]=[CH:7][CH:6]=[CH:5][C:4]=1[N:9]([C:20]1[CH:25]=[CH:24][CH:23]=[CH:22][C:21]=1[CH2:26][CH3:27])[C:10](=[O:12])[CH3:11])[CH3:2]. The yield is 0.670. (3) The reactants are Br[C:2]1[CH:3]=[C:4]2[C:8](=C[CH:10]=1)[N:7]([CH2:11][O:12][C:13](=[O:18])[C:14]([CH3:17])([CH3:16])[CH3:15])[N:6]=[C:5]2[C:19]1[CH:24]=[CH:23][CH:22]=[CH:21][C:20]=1[O:25][CH3:26].B1(B2[O:31][C:30]([CH3:33])([CH3:32])[C:29]([CH3:35])([CH3:34])[O:28]2)[O:31][C:30]([CH3:33])([CH3:32])[C:29]([CH3:35])([CH3:34])[O:28]1.C([O-])(=O)C.[Na+].[CH3:50][N:51](C=O)C. The catalyst is C1C=CC([PH+]([C]2[CH][CH][CH][CH]2)C2C=CC=CC=2)=CC=1.C1C=CC([PH+]([C]2[CH][CH][CH][CH]2)C2C=CC=CC=2)=CC=1.C(Cl)Cl.Cl[Pd]Cl.[Fe]. The product is [CH3:26][O:25][C:20]1[CH:21]=[CH:22][CH:23]=[CH:24][C:19]=1[C:5]1[C:4]2[C:8](=[N:51][CH:50]=[C:2]([CH:10]3[O:31][C:30]([CH3:33])([CH3:32])[C:29]([CH3:35])([CH3:34])[O:28]3)[CH:3]=2)[N:7]([CH2:11][O:12][C:13](=[O:18])[C:14]([CH3:17])([CH3:15])[CH3:16])[N:6]=1. The yield is 0.800. (4) The reactants are O1CCCC1.[S:6]1[CH:10]=[CH:9][C:8]([CH2:11][O:12][C:13]2[CH:18]=[CH:17][C:16]([CH2:19][C:20](Cl)=[N:21][OH:22])=[CH:15][CH:14]=2)=[CH:7]1.[C:24]([C:26]1[C:27]([NH2:32])=[N:28][CH:29]=[CH:30][CH:31]=1)#[CH:25].C(N(CC)CC)C. The catalyst is O. The product is [S:6]1[CH:10]=[CH:9][C:8]([CH2:11][O:12][C:13]2[CH:18]=[CH:17][C:16]([CH2:19][C:20]3[CH:25]=[C:24]([C:26]4[C:27]([NH2:32])=[N:28][CH:29]=[CH:30][CH:31]=4)[O:22][N:21]=3)=[CH:15][CH:14]=2)=[CH:7]1. The yield is 0.240.